Task: Predict the product of the given reaction.. Dataset: Forward reaction prediction with 1.9M reactions from USPTO patents (1976-2016) (1) Given the reactants Cl[C:2]1[N:7]=[CH:6][C:5]2[N:8]=[C:9]([C@H:17]([O:19]C3CCCCO3)[CH3:18])[N:10]([C@@H:11]([CH3:16])[C:12]([F:15])([F:14])[F:13])[C:4]=2[CH:3]=1.[NH2:26][C:27]1[CH:32]=[CH:31][N:30]=[C:29]([N:33]2[CH2:38][CH2:37][C@:36]([CH3:40])([OH:39])[C@H:35]([F:41])[CH2:34]2)[N:28]=1, predict the reaction product. The product is: [F:41][C@H:35]1[C@@:36]([CH3:40])([OH:39])[CH2:37][CH2:38][N:33]([C:29]2[N:28]=[C:27]([NH:26][C:2]3[N:7]=[CH:6][C:5]4[N:8]=[C:9]([C@H:17]([OH:19])[CH3:18])[N:10]([C@@H:11]([CH3:16])[C:12]([F:13])([F:15])[F:14])[C:4]=4[CH:3]=3)[CH:32]=[CH:31][N:30]=2)[CH2:34]1. (2) Given the reactants [NH2:1][CH:2]([CH3:28])[CH2:3][N:4]1[CH2:9][C:8]([CH3:11])([CH3:10])[O:7][CH2:6][CH:5]1[CH2:12][NH:13][C:14]1[CH:15]=[C:16]([Cl:27])[CH:17]=[C:18]2[C:26]=1[NH:25][C:24]1[CH:23]=[N:22][CH:21]=[CH:20][C:19]2=1.[CH3:29][C:30]1[O:34][N:33]=[C:32]([C:35](Cl)=[O:36])[CH:31]=1.C([O-])(=[O:40])C.[NH4+], predict the reaction product. The product is: [Cl:27][C:16]1[CH:17]=[C:18]2[C:26](=[C:14]([NH:13][C:12]([CH:5]3[CH2:6][O:7][C:8]([CH3:11])([CH3:10])[CH2:9][N:4]3[CH2:3][CH:2]([NH:1][C:35]([C:32]3[CH:31]=[C:30]([CH3:29])[O:34][N:33]=3)=[O:36])[CH3:28])=[O:40])[CH:15]=1)[NH:25][C:24]1[CH:23]=[N:22][CH:21]=[CH:20][C:19]2=1. (3) Given the reactants [Cl:1][C:2]1[CH:7]=[CH:6][C:5]([CH2:8][C:9](=[O:11])[CH3:10])=[CH:4][C:3]=1[S:12](Cl)(=[O:14])=[O:13].C(=O)([O-])[O-].[Na+].[Na+].[CH3:22][N:23]1[CH2:28][CH2:27][NH:26][CH2:25][CH2:24]1, predict the reaction product. The product is: [Cl:1][C:2]1[CH:7]=[CH:6][C:5]([CH2:8][C:9](=[O:11])[CH3:10])=[CH:4][C:3]=1[S:12]([N:26]1[CH2:27][CH2:28][N:23]([CH3:22])[CH2:24][CH2:25]1)(=[O:14])=[O:13]. (4) Given the reactants Br[C:2]1[CH:3]=[CH:4][C:5]([C:8]#[C:9][C:10]2[CH:24]=[CH:23][C:13]([CH2:14][N:15]3[CH2:18][CH:17]([C:19]([O:21][CH3:22])=[O:20])[CH2:16]3)=[CH:12][C:11]=2[F:25])=[N:6][CH:7]=1.[Br-].[CH2:27]([Zn+])[C:28]1[CH:33]=[CH:32][CH:31]=[CH:30][CH:29]=1, predict the reaction product. The product is: [CH2:27]([C:2]1[CH:3]=[CH:4][C:5]([C:8]#[C:9][C:10]2[CH:24]=[CH:23][C:13]([CH2:14][N:15]3[CH2:18][CH:17]([C:19]([O:21][CH2:22][C:10]4[CH:24]=[CH:23][CH:13]=[CH:12][CH:11]=4)=[O:20])[CH2:16]3)=[CH:12][C:11]=2[F:25])=[N:6][CH:7]=1)[C:28]1[CH:33]=[CH:32][CH:31]=[CH:30][CH:29]=1. (5) Given the reactants [CH:1]([N:14]1[CH2:19][CH2:18][NH:17][CH2:16][CH2:15]1)([C:8]1[CH:13]=[CH:12][CH:11]=[CH:10][CH:9]=1)[C:2]1[CH:7]=[CH:6][CH:5]=[CH:4][CH:3]=1.N1C=CC=CC=1.[Cl:26][C:27](Cl)([O:29]C(=O)OC(Cl)(Cl)Cl)Cl.O, predict the reaction product. The product is: [CH:1]([N:14]1[CH2:19][CH2:18][N:17]([C:27]([Cl:26])=[O:29])[CH2:16][CH2:15]1)([C:8]1[CH:13]=[CH:12][CH:11]=[CH:10][CH:9]=1)[C:2]1[CH:7]=[CH:6][CH:5]=[CH:4][CH:3]=1. (6) Given the reactants [Cl:1][C:2]1[N:7]=[C:6]([NH:8][C:9]2[CH:22]=[CH:21][C:12]3[N:13]([CH3:20])[C:14]([NH:16][CH:17]([CH3:19])[CH3:18])=[N:15][C:11]=3[CH:10]=2)[CH:5]=[CH:4][N:3]=1.[C:23](=O)([O-])[O-].[Cs+].[Cs+].IC, predict the reaction product. The product is: [Cl:1][C:2]1[N:7]=[C:6]([N:8]([CH3:23])[C:9]2[CH:22]=[CH:21][C:12]3[N:13]([CH3:20])[C:14]([NH:16][CH:17]([CH3:19])[CH3:18])=[N:15][C:11]=3[CH:10]=2)[CH:5]=[CH:4][N:3]=1. (7) Given the reactants [CH3:1][O:2][C:3]([C@@H:5]1[CH2:18][C@H:17]([OH:19])[C:16](=[O:20])[C@H:15]2[C@@:6]1([CH3:28])[CH2:7][CH2:8][C@H:9]1[C@:14]2([CH3:21])[CH2:13][C@@H:12]([C:22]2[CH:26]=[CH:25][O:24][CH:23]=2)[O:11][C:10]1=[O:27])=[O:4].[Cl:29][C:30]([Cl:34])([Cl:33])[C:31]#[N:32], predict the reaction product. The product is: [CH3:1][O:2][C:3]([C@@H:5]1[CH2:18][C@H:17]([O:19][C:31](=[NH:32])[C:30]([Cl:34])([Cl:33])[Cl:29])[C:16](=[O:20])[C@H:15]2[C@@:6]1([CH3:28])[CH2:7][CH2:8][C@@H:9]1[C@:14]2([CH3:21])[CH2:13][C@@H:12]([C:22]2[CH:26]=[CH:25][O:24][CH:23]=2)[O:11][C:10]1=[O:27])=[O:4].